Dataset: Forward reaction prediction with 1.9M reactions from USPTO patents (1976-2016). Task: Predict the product of the given reaction. (1) Given the reactants [Cl:1][C:2]1[CH:3]=[C:4]2[C:9](=[CH:10][CH:11]=1)[N:8]=[C:7]([O:12][CH3:13])[C:6]([NH:14][C:15](=[O:19])OCC)=[N:5]2.[CH3:20][O:21][C:22]1[CH:27]=[CH:26][C:25]([N:28]2[CH2:33][CH2:32][NH:31][CH2:30][CH2:29]2)=[CH:24][CH:23]=1, predict the reaction product. The product is: [Cl:1][C:2]1[CH:3]=[C:4]2[C:9](=[CH:10][CH:11]=1)[N:8]=[C:7]([O:12][CH3:13])[C:6]([NH:14][C:15]([N:31]1[CH2:30][CH2:29][N:28]([C:25]3[CH:24]=[CH:23][C:22]([O:21][CH3:20])=[CH:27][CH:26]=3)[CH2:33][CH2:32]1)=[O:19])=[N:5]2. (2) Given the reactants Cl.[NH2:2][C:3]1[C:12]2[C:7](=[CH:8][CH:9]=[C:10]([O:13][CH3:14])[CH:11]=2)[CH:6]=[C:5]([C:15](=[O:17])[CH3:16])[CH:4]=1.Cl.Cl[CH2:20][CH2:21][NH:22][CH2:23][CH2:24]Cl.C(N(C(C)C)CC)(C)C.[OH-].[K+], predict the reaction product. The product is: [CH3:14][O:13][C:10]1[CH:11]=[C:12]2[C:7](=[CH:8][CH:9]=1)[CH:6]=[C:5]([C:15](=[O:17])[CH3:16])[CH:4]=[C:3]2[N:2]1[CH2:24][CH2:23][NH:22][CH2:21][CH2:20]1.